This data is from Peptide-MHC class II binding affinity with 134,281 pairs from IEDB. The task is: Regression. Given a peptide amino acid sequence and an MHC pseudo amino acid sequence, predict their binding affinity value. This is MHC class II binding data. (1) The peptide sequence is TYDKGILTVSVAVSE. The MHC is DRB5_0101 with pseudo-sequence DRB5_0101. The binding affinity (normalized) is 0.102. (2) The binding affinity (normalized) is 0.387. The peptide sequence is EKKYFAKTQFEPLAA. The MHC is HLA-DQA10301-DQB10302 with pseudo-sequence HLA-DQA10301-DQB10302. (3) The peptide sequence is LSSKFNKFVSPKSVS. The MHC is DRB3_0101 with pseudo-sequence DRB3_0101. The binding affinity (normalized) is 0. (4) The peptide sequence is GATLLDGGNMLETIR. The MHC is DRB1_0101 with pseudo-sequence DRB1_0101. The binding affinity (normalized) is 0.516. (5) The peptide sequence is PFPQPQLPY. The MHC is HLA-DQA10501-DQB10201 with pseudo-sequence HLA-DQA10501-DQB10201. The binding affinity (normalized) is 0.0889. (6) The peptide sequence is VTKTSGSAASMVNGV. The MHC is DRB3_0202 with pseudo-sequence DRB3_0202. The binding affinity (normalized) is 0. (7) The peptide sequence is FEAALTKAITAMSEV. The MHC is DRB1_0701 with pseudo-sequence DRB1_0701. The binding affinity (normalized) is 0.831.